Dataset: Full USPTO retrosynthesis dataset with 1.9M reactions from patents (1976-2016). Task: Predict the reactants needed to synthesize the given product. (1) Given the product [CH2:2]([O:4][C:5]([C:7]1[C:11]([CH3:12])=[C:10]([C:13]2[CH:18]=[CH:17][CH:16]=[C:15]([NH:19][N:23]=[C:39]3[C:40](=[O:41])[N:36]([C:32]4[CH:31]=[C:30]5[C:35](=[CH:34][CH:33]=4)[CH2:27][CH2:28][CH2:29]5)[N:37]=[C:38]3[CH3:42])[C:14]=2[OH:20])[N:9]([CH3:21])[C:8]=1[CH3:22])=[O:6])[CH3:3], predict the reactants needed to synthesize it. The reactants are: Br.[CH2:2]([O:4][C:5]([C:7]1[C:11]([CH3:12])=[C:10]([C:13]2[CH:18]=[CH:17][CH:16]=[C:15]([NH2:19])[C:14]=2[OH:20])[N:9]([CH3:21])[C:8]=1[CH3:22])=[O:6])[CH3:3].[N:23]([O-])=O.[Na+].[CH2:27]1[C:35]2[C:30](=[CH:31][C:32]([N:36]3[C:40](=[O:41])[CH2:39][C:38]([CH3:42])=[N:37]3)=[CH:33][CH:34]=2)[CH2:29][CH2:28]1.C(=O)(O)[O-].[Na+]. (2) Given the product [O:36]1[CH:37]=[CH:38][CH:39]=[C:35]1[C:33]([NH:32][C:29]1[CH:28]=[CH:27][C:26]([C:23]2[CH:24]=[CH:25][C:20]([C:18]([NH:17][CH:7]([CH2:8][CH2:9][C:10]([OH:12])=[O:11])[C:6]([OH:40])=[O:5])=[O:19])=[CH:21][CH:22]=2)=[CH:31][CH:30]=1)=[O:34], predict the reactants needed to synthesize it. The reactants are: C([O:5][C:6](=[O:40])[CH:7]([NH:17][C:18]([C:20]1[CH:25]=[CH:24][C:23]([C:26]2[CH:31]=[CH:30][C:29]([NH:32][C:33]([C:35]3[O:36][CH:37]=[CH:38][CH:39]=3)=[O:34])=[CH:28][CH:27]=2)=[CH:22][CH:21]=1)=[O:19])[CH2:8][CH2:9][C:10]([O:12]C(C)(C)C)=[O:11])(C)(C)C.C(O)(C(F)(F)F)=O. (3) Given the product [CH3:10][O:9][C:3](=[O:8])[CH:4]([CH2:14][CH2:15][O:16][CH2:17][C:18]1[CH:23]=[CH:22][CH:21]=[CH:20][CH:19]=1)[C:5](=[O:6])[CH3:7], predict the reactants needed to synthesize it. The reactants are: [H-].[Na+].[C:3]([O:9][CH3:10])(=[O:8])[CH2:4][C:5]([CH3:7])=[O:6].[Na+].[I-].Br[CH2:14][CH2:15][O:16][CH2:17][C:18]1[CH:23]=[CH:22][CH:21]=[CH:20][CH:19]=1. (4) Given the product [OH:8][C:6]1[CH2:7][CH:2]([CH3:1])[CH2:3][C:4](=[O:9])[C:5]=1[C:23](=[O:24])[C:22]1[CH:26]=[CH:27][C:19]([O:18][CH3:17])=[CH:20][CH:21]=1, predict the reactants needed to synthesize it. The reactants are: [CH3:1][CH:2]1[CH2:7][C:6](=[O:8])[CH2:5][C:4](=[O:9])[CH2:3]1.C(N(CC)CC)C.[CH3:17][O:18][C:19]1[CH:27]=[CH:26][C:22]([C:23](Cl)=[O:24])=[CH:21][CH:20]=1.C[Si](C#N)(C)C.OC1CCCC(=O)C=1C(=O)C1C=CC(OC)=CC=1. (5) Given the product [CH2:1]([O:3][C:4](=[O:33])[C:5]([O:22][C:23]1[CH:24]=[CH:25][C:26]([C:29]([F:31])([F:30])[F:32])=[CH:27][CH:28]=1)([CH3:21])[CH2:6][C:7]1[CH:8]=[CH:9][C:10]([OH:13])=[CH:11][CH:12]=1)[CH3:2], predict the reactants needed to synthesize it. The reactants are: [CH2:1]([O:3][C:4](=[O:33])[C:5]([O:22][C:23]1[CH:28]=[CH:27][C:26]([C:29]([F:32])([F:31])[F:30])=[CH:25][CH:24]=1)([CH3:21])[CH2:6][C:7]1[CH:12]=[CH:11][C:10]([O:13]CC2C=CC=CC=2)=[CH:9][CH:8]=1)[CH3:2]. (6) Given the product [Cl:1][C:2]1[CH:19]=[CH:18][CH:17]=[C:16]([F:20])[C:3]=1[C:4]([NH:6][C:7]1[CH:15]=[C:14]2[C:10]([CH:11]=[N:12][N:13]2[S:28]([C:25]2[CH:26]=[CH:27][C:22]([F:21])=[CH:23][CH:24]=2)(=[O:30])=[O:29])=[CH:9][CH:8]=1)=[O:5], predict the reactants needed to synthesize it. The reactants are: [Cl:1][C:2]1[CH:19]=[CH:18][CH:17]=[C:16]([F:20])[C:3]=1[C:4]([NH:6][C:7]1[CH:15]=[C:14]2[C:10]([CH:11]=[N:12][NH:13]2)=[CH:9][CH:8]=1)=[O:5].[F:21][C:22]1[CH:27]=[CH:26][C:25]([S:28](Cl)(=[O:30])=[O:29])=[CH:24][CH:23]=1. (7) The reactants are: [CH:1]1([NH:7][C:8]2[N:13]=[CH:12][N:11]=[C:10]([C:14]([OH:16])=O)[CH:9]=2)[CH2:6][CH2:5][CH2:4][CH2:3][CH2:2]1.[NH2:17][C:18]1[CH:23]=[CH:22][N:21]=[CH:20][CH:19]=1. Given the product [CH:1]1([NH:7][C:8]2[N:13]=[CH:12][N:11]=[C:10]([C:14]([NH:17][C:18]3[CH:23]=[CH:22][N:21]=[CH:20][CH:19]=3)=[O:16])[CH:9]=2)[CH2:2][CH2:3][CH2:4][CH2:5][CH2:6]1, predict the reactants needed to synthesize it.